This data is from Forward reaction prediction with 1.9M reactions from USPTO patents (1976-2016). The task is: Predict the product of the given reaction. (1) Given the reactants C(OC([N:8]1[CH2:33][CH2:32][C:11]2([CH2:14][N:13]([C@H:15]3[C:23]4[C:18](=[CH:19][C:20]([C:24]5[CH:29]=[CH:28][C:27]([C:30]#[N:31])=[CH:26][N:25]=5)=[CH:21][CH:22]=4)[CH2:17][CH2:16]3)[CH2:12]2)[CH2:10][CH2:9]1)=O)(C)(C)C.[ClH:34], predict the reaction product. The product is: [ClH:34].[ClH:34].[CH2:12]1[C:11]2([CH2:10][CH2:9][NH:8][CH2:33][CH2:32]2)[CH2:14][N:13]1[C@H:15]1[C:23]2[C:18](=[CH:19][C:20]([C:24]3[CH:29]=[CH:28][C:27]([C:30]#[N:31])=[CH:26][N:25]=3)=[CH:21][CH:22]=2)[CH2:17][CH2:16]1. (2) Given the reactants [NH:1]1[C:11]2[C:6](=[CH:7][CH:8]=[CH:9][CH:10]=2)[C:4](=[O:5])[C:2]1=[O:3].[CH3:12][NH:13][CH3:14], predict the reaction product. The product is: [NH2:1][C:11]1[CH:10]=[CH:9][CH:8]=[CH:7][C:6]=1[C:4](=[O:5])[C:2]([N:13]([CH3:14])[CH3:12])=[O:3]. (3) Given the reactants [NH:1]1[CH2:4][CH:3]([CH2:5][C:6]2[N:7]([CH3:32])[C:8]3[C:13]([N:14]=2)=[C:12]([N:15]2[CH2:20][CH2:19][O:18][CH2:17][CH2:16]2)[N:11]=[C:10]([N:21]2[C:25]4[CH:26]=[CH:27][CH:28]=[CH:29][C:24]=4[N:23]=[C:22]2[CH2:30][CH3:31])[N:9]=3)[CH2:2]1.Br[C:34]([CH3:39])([CH3:38])[C:35]([NH2:37])=[O:36], predict the reaction product. The product is: [CH2:30]([C:22]1[N:21]([C:10]2[N:9]=[C:8]3[C:13]([N:14]=[C:6]([CH2:5][CH:3]4[CH2:2][N:1]([C:34]([CH3:39])([CH3:38])[C:35]([NH2:37])=[O:36])[CH2:4]4)[N:7]3[CH3:32])=[C:12]([N:15]3[CH2:20][CH2:19][O:18][CH2:17][CH2:16]3)[N:11]=2)[C:25]2[CH:26]=[CH:27][CH:28]=[CH:29][C:24]=2[N:23]=1)[CH3:31]. (4) Given the reactants Cl.[CH:2]1([CH2:5][O:6][C:7]2[CH:12]=[C:11]([F:13])[C:10]([CH3:14])=[CH:9][C:8]=2[C:15]2[C:16]3[NH:23][C:22]([CH3:24])=[C:21]([C:25]([NH:27][C@@H:28]4[CH2:33][CH2:32][NH:31][CH2:30][C@H:29]4[OH:34])=[O:26])[C:17]=3[N:18]=[CH:19][N:20]=2)[CH2:4][CH2:3]1.C([O:38][CH2:39][C:40](Cl)=[O:41])(=O)C, predict the reaction product. The product is: [CH:2]1([CH2:5][O:6][C:7]2[CH:12]=[C:11]([F:13])[C:10]([CH3:14])=[CH:9][C:8]=2[C:15]2[C:16]3[NH:23][C:22]([CH3:24])=[C:21]([C:25]([NH:27][C@@H:28]4[CH2:33][CH2:32][N:31]([C:39](=[O:38])[CH2:40][OH:41])[CH2:30][C@H:29]4[OH:34])=[O:26])[C:17]=3[N:18]=[CH:19][N:20]=2)[CH2:4][CH2:3]1.